From a dataset of Reaction yield outcomes from USPTO patents with 853,638 reactions. Predict the reaction yield, written as a fraction of the theoretical maximum amount of product (1.0 means a 100% yield; for example, 0.34 means a 34% yield). (1) The reactants are [Cl:1][C:2]1[CH:3]=[C:4]([NH2:8])[CH:5]=[CH:6][CH:7]=1.[C:9](#[N:12])[CH:10]=[CH2:11]. The product is [Cl:1][C:2]1[CH:3]=[C:4]([NH:8][CH2:11][CH2:10][C:9]#[N:12])[CH:5]=[CH:6][CH:7]=1. The yield is 0.670. The catalyst is CC([O-])=O.CC([O-])=O.[Cu+2]. (2) The reactants are [CH3:1][C:2]1[CH:11]=[CH:10][C:9]2[C:4](=[CH:5][C:6]([CH:12]3[CH2:15][O:14][CH2:13]3)=[CH:7][CH:8]=2)[N:3]=1.[O:16]1CCOCC1. The yield is 0.934. The catalyst is O. The product is [O:14]1[CH2:13][CH:12]([C:6]2[CH:5]=[C:4]3[C:9]([CH:10]=[CH:11][C:2]([CH:1]=[O:16])=[N:3]3)=[CH:8][CH:7]=2)[CH2:15]1. (3) The reactants are [H-].[H-].[H-].[H-].[Li+].[Al+3].[F:7][C:8]1[CH:22]=[CH:21][C:11]([O:12][CH2:13][C:14](OC(C)(C)C)=[O:15])=[CH:10][CH:9]=1.[OH-].[Na+].[O-]S([O-])(=O)=O.[Na+].[Na+]. The catalyst is O1CCCC1.O. The product is [F:7][C:8]1[CH:22]=[CH:21][C:11]([O:12][CH2:13][CH2:14][OH:15])=[CH:10][CH:9]=1. The yield is 0.800. (4) The reactants are [CH2:1]([C:5]1[N:6]=[C:7]([CH3:27])[NH:8][C:9](=[O:26])[C:10]=1[CH2:11][C:12]1[CH:17]=[CH:16][C:15]([C:18]2[C:19]([C:24]#[N:25])=[CH:20][CH:21]=[CH:22][CH:23]=2)=[CH:14][CH:13]=1)[CH2:2][CH2:3][CH3:4].[H-].[Na+].Br[CH2:31][C:32]12[CH2:41][CH:36]3[CH2:37][CH:38]([CH2:40][CH:34]([CH2:35]3)[CH2:33]1)[CH2:39]2.[Cl-].O[NH3+:44].[C:45](=[O:48])([O-])[OH:46].[Na+]. The catalyst is C(OCC)(=O)C.CS(C)=O.CN(C)C=O. The product is [C:32]12([CH2:31][N:8]3[C:9](=[O:26])[C:10]([CH2:11][C:12]4[CH:17]=[CH:16][C:15]([C:18]5[CH:23]=[CH:22][CH:21]=[CH:20][C:19]=5[C:24]5[NH:44][C:45](=[O:48])[O:46][N:25]=5)=[CH:14][CH:13]=4)=[C:5]([CH2:1][CH2:2][CH2:3][CH3:4])[N:6]=[C:7]3[CH3:27])[CH2:41][CH:36]3[CH2:37][CH:38]([CH2:40][CH:34]([CH2:35]3)[CH2:33]1)[CH2:39]2. The yield is 0.190. (5) The reactants are [OH:1][C:2]1[C:11]2[C:6](=[C:7]3[CH:15]=[CH:14][CH:13]=[CH:12][C:8]3=[CH:9][CH:10]=2)[O:5][C:4](=[O:16])[CH:3]=1.[CH2:17](C1C=CC=C2C=1C=CC=C2O)[CH3:18]. No catalyst specified. The product is [OH:1][C:2]1[C:11]2[C:6](=[C:7]3[CH:15]=[CH:14][CH:13]=[C:12]([CH2:17][CH3:18])[C:8]3=[CH:9][CH:10]=2)[O:5][C:4](=[O:16])[CH:3]=1. The yield is 0.250.